Dataset: Reaction yield outcomes from USPTO patents with 853,638 reactions. Task: Predict the reaction yield, written as a fraction of the theoretical maximum amount of product (1.0 means a 100% yield; for example, 0.34 means a 34% yield). (1) The product is [Cl:1][C:2]1[CH:3]=[C:4]([CH:22]=[CH:23][C:24]=1[Cl:25])[CH2:5][C:6]1[N:7]([CH3:26])[C:8](=[O:21])[C:9]2[C:14]([CH3:15])=[C:13]([C:16]([O:18][CH2:19][CH3:20])=[O:17])[S:12][C:10]=2[N:11]=1. The yield is 0.580. The reactants are [Cl:1][C:2]1[CH:3]=[C:4]([CH:22]=[CH:23][C:24]=1[Cl:25])[CH2:5][C:6]1[NH:7][C:8](=[O:21])[C:9]2[C:14]([CH3:15])=[C:13]([C:16]([O:18][CH2:19][CH3:20])=[O:17])[S:12][C:10]=2[N:11]=1.[C:26](=O)([O-])[O-].[K+].[K+].CI. The catalyst is C(#N)C. (2) The yield is 0.250. The product is [C:23]1([C:22]2[N:21]=[CH:20][O:19][C:18]=2[C:3]2[C:2](=[O:1])[CH:7]=[CH:6][N:5]([C:8]3[CH:13]=[CH:12][CH:11]=[C:10]([C:14]([F:17])([F:16])[F:15])[CH:9]=3)[N:4]=2)[CH:28]=[CH:27][CH:26]=[CH:25][CH:24]=1. The reactants are [O:1]=[C:2]1[CH:7]=[CH:6][N:5]([C:8]2[CH:13]=[CH:12][CH:11]=[C:10]([C:14]([F:17])([F:16])[F:15])[CH:9]=2)[N:4]=[C:3]1[CH:18]=[O:19].[CH2:20]=[N:21][CH:22](S(C1C=CC(C)=CC=1)(=O)=O)[C:23]1[CH:28]=[CH:27][CH:26]=[CH:25][CH:24]=1.C([O-])([O-])=O.[K+].[K+]. The catalyst is CC#N.O. (3) The reactants are [F:1][C:2]([F:32])([F:31])[C:3]1[N:8]2[N:9]=[CH:10][C:11]([C:12]#[C:13][C:14]3[CH:15]=[CH:16][C:17]([NH2:20])=[N:18][CH:19]=3)=[C:7]2[N:6]=[C:5]([C:21]2[CH:26]=[CH:25][C:24]([C:27]([F:30])([F:29])[F:28])=[CH:23][CH:22]=2)[CH:4]=1.[NH4+].[OH-].Cl.O.[C:37](OC(=O)C)(=[O:39])[CH3:38]. The product is [F:32][C:2]([F:1])([F:31])[C:3]1[N:8]2[N:9]=[CH:10][C:11]([C:12]#[C:13][C:14]3[CH:15]=[CH:16][C:17]([NH:20][C:37](=[O:39])[CH3:38])=[N:18][CH:19]=3)=[C:7]2[N:6]=[C:5]([C:21]2[CH:26]=[CH:25][C:24]([C:27]([F:28])([F:29])[F:30])=[CH:23][CH:22]=2)[CH:4]=1. The yield is 0.970. The catalyst is C1COCC1. (4) The reactants are [NH:1]1[CH2:5][CH2:4][CH2:3][CH:2]1[CH2:6][OH:7].[CH3:8][C:9]([O:12][C:13](O[C:13]([O:12][C:9]([CH3:11])([CH3:10])[CH3:8])=[O:14])=[O:14])([CH3:11])[CH3:10]. The catalyst is C(Cl)Cl. The product is [OH:7][CH2:6][CH:2]1[CH2:3][CH2:4][CH2:5][N:1]1[C:13]([O:12][C:9]([CH3:11])([CH3:10])[CH3:8])=[O:14]. The yield is 0.480. (5) The reactants are [CH2:1]([O:3][C:4]([C:6]1[S:7][C:8]2[CH:14]=[C:13]([CH2:15][C:16]([OH:18])=O)[CH:12]=[CH:11][C:9]=2[CH:10]=1)=[O:5])[CH3:2].[CH3:19][O:20][C:21]1[CH:30]=[CH:29][C:24]([C:25]([NH:27][NH2:28])=[O:26])=[CH:23][CH:22]=1.[Cl-].C(N=C=NCCC[NH+](C)C)C. The catalyst is CN(C=O)C. The product is [CH3:19][O:20][C:21]1[CH:22]=[CH:23][C:24]([C:25]([NH:27][NH:28][C:16](=[O:18])[CH2:15][C:13]2[CH:12]=[CH:11][C:9]3[CH:10]=[C:6]([C:4]([O:3][CH2:1][CH3:2])=[O:5])[S:7][C:8]=3[CH:14]=2)=[O:26])=[CH:29][CH:30]=1. The yield is 0.490.